This data is from Reaction yield outcomes from USPTO patents with 853,638 reactions. The task is: Predict the reaction yield, written as a fraction of the theoretical maximum amount of product (1.0 means a 100% yield; for example, 0.34 means a 34% yield). The product is [C:3]([NH:6][C:7]1[C:16]([N+:17]([O-:19])=[O:18])=[CH:15][C:10]([C:11]([O:13][CH3:14])=[O:12])=[C:9]([OH:20])[C:8]=1[Br:1])(=[O:5])[CH3:4]. The reactants are [Br:1]Br.[C:3]([NH:6][C:7]1[C:16]([N+:17]([O-:19])=[O:18])=[CH:15][C:10]([C:11]([O:13][CH3:14])=[O:12])=[C:9]([OH:20])[CH:8]=1)(=[O:5])[CH3:4].C(N)(C)(C)C.[O-]S([O-])(=S)=O.[Na+].[Na+].C([O-])(O)=O.[Na+]. The catalyst is C(Cl)(Cl)Cl. The yield is 0.880.